From a dataset of Catalyst prediction with 721,799 reactions and 888 catalyst types from USPTO. Predict which catalyst facilitates the given reaction. (1) Reactant: [C@@H:1]1([N:13]2[CH2:18][CH:17]=[C:16]([C:19]3[C:27]4[C:22](=[CH:23][CH:24]=[C:25]([N+:28]#[C-:29])[CH:26]=4)[N:21]([CH2:30][CH:31]4[CH2:33][O:32]4)[CH:20]=3)[CH2:15][CH2:14]2)[C:11]2=[C:12]3[C:7](=[CH:8][CH:9]=[CH:10]2)[CH:6]=[CH:5][CH:4]=[C:3]3[CH2:2]1.[OH-].[NH4+:35]. Product: [C@H:1]1([N:13]2[CH2:18][CH:17]=[C:16]([C:19]3[C:27]4[C:22](=[CH:23][CH:24]=[C:25]([N+:28]#[C-:29])[CH:26]=4)[N:21]([CH2:30][CH:31]([OH:32])[CH2:33][NH2:35])[CH:20]=3)[CH2:15][CH2:14]2)[C:11]2=[C:12]3[C:7](=[CH:8][CH:9]=[CH:10]2)[CH:6]=[CH:5][CH:4]=[C:3]3[CH2:2]1. The catalyst class is: 14. (2) Reactant: Cl.[N:2]1([C:8]2[CH:15]=[CH:14][C:11]([C:12]#[N:13])=[CH:10][CH:9]=2)[CH2:7][CH2:6][NH:5][CH2:4][CH2:3]1.[C:16]1([C:22]([C:26]2[CH:31]=[CH:30][CH:29]=[CH:28][CH:27]=2)=[CH:23][CH:24]=O)[CH:21]=[CH:20][CH:19]=[CH:18][CH:17]=1.C(N(C(C)C)CC)(C)C.C([BH3-])#N. Product: [C:16]1([C:22]([C:26]2[CH:27]=[CH:28][CH:29]=[CH:30][CH:31]=2)=[CH:23][CH2:24][N:5]2[CH2:6][CH2:7][N:2]([C:8]3[CH:9]=[CH:10][C:11]([C:12]#[N:13])=[CH:14][CH:15]=3)[CH2:3][CH2:4]2)[CH:21]=[CH:20][CH:19]=[CH:18][CH:17]=1. The catalyst class is: 98. (3) Reactant: O1[C:6]2[CH:7]=[CH:8][CH:9]=[CH:10][C:5]=2[NH:4][CH2:3][CH2:2]1.[CH3:11][C:12]1C(C)=C(C)[SiH](C)[SiH-](C)(C)C=1.[Li+].[Cl:24][C:25]1[N:26]=[C:27](Cl)[C:28]2C=C[S:31][C:29]=2[N:30]=1.[OH2:35]. Product: [Cl:24][C:25]1[N:30]=[C:3]([N:4]2[CH2:12][CH2:11][O:35][C:6]3[CH:7]=[CH:8][CH:9]=[CH:10][C:5]2=3)[C:2]2[S:31][CH:29]=[CH:28][C:27]=2[N:26]=1. The catalyst class is: 1. (4) Reactant: O=C1C2C(=CC=CC=2)C(=O)[N:3]1[CH:12]1[CH2:17][N:16]([C:18]([O:20][C:21]([CH3:24])([CH3:23])[CH3:22])=[O:19])[CH2:15][CH:14]=[C:13]1[C:25]1[CH:30]=[CH:29][C:28]([F:31])=[CH:27][CH:26]=1.O.NN. Product: [NH2:3][CH:12]1[CH2:17][N:16]([C:18]([O:20][C:21]([CH3:24])([CH3:23])[CH3:22])=[O:19])[CH2:15][CH:14]=[C:13]1[C:25]1[CH:26]=[CH:27][C:28]([F:31])=[CH:29][CH:30]=1. The catalyst class is: 8. (5) Reactant: C([Li])CCC.[CH3:6][N:7]1[C:11]2[CH:12]=[CH:13][C:14]([CH2:16][N:17]3[CH2:21][CH2:20][CH2:19][CH2:18]3)=[CH:15][C:10]=2[N:9]=[CH:8]1.[I:22]N1C(=O)CCC1=O. Product: [I:22][C:8]1[N:7]([CH3:6])[C:11]2[CH:12]=[CH:13][C:14]([CH2:16][N:17]3[CH2:21][CH2:20][CH2:19][CH2:18]3)=[CH:15][C:10]=2[N:9]=1. The catalyst class is: 323.